The task is: Predict which catalyst facilitates the given reaction.. This data is from Catalyst prediction with 721,799 reactions and 888 catalyst types from USPTO. (1) Reactant: [CH:1]1[C:14]2[C:5](=[CH:6][C:7]3[C:12]([CH:13]=2)=[CH:11][CH:10]=[CH:9][CH:8]=3)[CH:4]=[CH:3][CH:2]=1.C1C(=O)N([Br:22])C(=O)C1.CC(N=NC(C#N)(C)C)(C#N)C. Product: [Br:22][C:4]1[C:5]2[C:14](=[CH:13][C:12]3[C:7]([CH:6]=2)=[CH:8][CH:9]=[CH:10][CH:11]=3)[CH:1]=[CH:2][CH:3]=1. The catalyst class is: 53. (2) Reactant: [F:1][C:2]1[N:7]=[CH:6][C:5](B(O)O)=[CH:4][C:3]=1[CH3:11].Br[C:13]1[CH:25]=[CH:24][C:16]([C:17]([NH:19][S:20]([CH3:23])(=[O:22])=[O:21])=[O:18])=[CH:15][C:14]=1[O:26][CH3:27].C1(OC)CCCC1.C(=O)([O-])[O-].[Na+].[Na+]. Product: [F:1][C:2]1[N:7]=[CH:6][C:5]([C:13]2[CH:25]=[CH:24][C:16]([C:17]([NH:19][S:20]([CH3:23])(=[O:22])=[O:21])=[O:18])=[CH:15][C:14]=2[O:26][CH3:27])=[CH:4][C:3]=1[CH3:11]. The catalyst class is: 73. (3) Reactant: [S:1]1[CH:5]=[CH:4][CH:3]=[C:2]1[C:6]([OH:8])=O.ON1C(=O)C2C=CC=CC=2N=N1.[N+:21]([C:24]1[CH:29]=[CH:28][C:27]([N:30]2[CH2:35][CH2:34][NH:33][CH2:32][CH2:31]2)=[CH:26][CH:25]=1)([O-:23])=[O:22].C(N(C(C)C)CC)(C)C. Product: [N+:21]([C:24]1[CH:25]=[CH:26][C:27]([N:30]2[CH2:35][CH2:34][N:33]([C:6]([C:2]3[S:1][CH:5]=[CH:4][CH:3]=3)=[O:8])[CH2:32][CH2:31]2)=[CH:28][CH:29]=1)([O-:23])=[O:22]. The catalyst class is: 4.